From a dataset of Full USPTO retrosynthesis dataset with 1.9M reactions from patents (1976-2016). Predict the reactants needed to synthesize the given product. (1) Given the product [CH3:27][O:28][C:29]1[CH:30]=[C:31]([C:2]2[CH:3]=[CH:4][C:5]([C:8]3[C:12]4[CH2:13][C:14]5[S:15][CH:16]=[CH:17][C:18]=5[C:11]=4[N:10]([CH2:19][O:20][CH2:21][CH2:22][Si:23]([CH3:24])([CH3:25])[CH3:26])[N:9]=3)=[CH:6][CH:7]=2)[CH:32]=[CH:33][C:34]=1[O:35][CH3:36], predict the reactants needed to synthesize it. The reactants are: Br[C:2]1[CH:7]=[CH:6][C:5]([C:8]2[C:12]3[CH2:13][C:14]4[S:15][CH:16]=[CH:17][C:18]=4[C:11]=3[N:10]([CH2:19][O:20][CH2:21][CH2:22][Si:23]([CH3:26])([CH3:25])[CH3:24])[N:9]=2)=[CH:4][CH:3]=1.[CH3:27][O:28][C:29]1[CH:30]=[C:31](B(O)O)[CH:32]=[CH:33][C:34]=1[O:35][CH3:36].C([O-])([O-])=O.[Na+].[Na+]. (2) Given the product [Br:1][C:2]1[CH:6]=[C:5]([C:7]([NH:8][C:9]2[C:10]([C:11]([NH:28][CH3:27])=[O:13])=[CH:14][C:15]([Cl:19])=[CH:16][C:17]=2[Cl:18])=[O:12])[N:4]([C:20]2[CH:25]=[CH:24][CH:23]=[CH:22][C:21]=2[Cl:26])[N:3]=1, predict the reactants needed to synthesize it. The reactants are: [Br:1][C:2]1[CH:6]=[C:5]([C:7]2[O:12][C:11](=[O:13])[C:10]3[CH:14]=[C:15]([Cl:19])[CH:16]=[C:17]([Cl:18])[C:9]=3[N:8]=2)[N:4]([C:20]2[CH:25]=[CH:24][CH:23]=[CH:22][C:21]=2[Cl:26])[N:3]=1.[CH3:27][NH2:28]. (3) Given the product [CH3:1][C:2]1[CH:3]=[C:4]([C:15]2[CH:16]=[N:17][N:18]([CH:20]3[CH2:21][CH:22]([C:24]([NH2:29])=[O:25])[CH2:23]3)[CH:19]=2)[CH:5]=[C:6]([NH:8][C:9]2[N:10]=[CH:11][CH:12]=[CH:13][N:14]=2)[CH:7]=1, predict the reactants needed to synthesize it. The reactants are: [CH3:1][C:2]1[CH:3]=[C:4]([C:15]2[CH:16]=[N:17][N:18]([CH:20]3[CH2:23][CH:22]([C:24](O)=[O:25])[CH2:21]3)[CH:19]=2)[CH:5]=[C:6]([NH:8][C:9]2[N:14]=[CH:13][CH:12]=[CH:11][N:10]=2)[CH:7]=1.C([N:29](CC)CC)C.[OH-].[NH4+].